Dataset: HIV replication inhibition screening data with 41,000+ compounds from the AIDS Antiviral Screen. Task: Binary Classification. Given a drug SMILES string, predict its activity (active/inactive) in a high-throughput screening assay against a specified biological target. (1) The molecule is COC(=O)C(C(=O)C(=O)Nc1ccccc1C#N)c1nc2ccc([N+](=O)[O-])cc2nc1O. The result is 0 (inactive). (2) The result is 0 (inactive). The compound is Nc1cc(Cl)ccc1S. (3) The molecule is CCOc1ccc(N2C(=O)C(=Cc3ccc(N(CCC#N)CCC#N)cc3)N=C2c2cc([N+](=O)[O-])ccc2Cl)cc1. The result is 0 (inactive). (4) The compound is COC1CC2C=C(C)C=CC=CC(=O)NC(c3ccccc3)CC=CCCC(O)CC(=O)C2=C1O. The result is 0 (inactive). (5) The drug is CC12CCCC(O)C1CCC1=CC3(CCC12)SCCS3. The result is 0 (inactive). (6) The compound is N=c1n(CC(=O)NC23CC4CC(CC(C4)C2)C3)c2ccccc2n1CC(=O)NC12CC3CC(CC(C3)C1)C2. The result is 0 (inactive). (7) The drug is CCCCCCCCCCCCCC(=O)NCC(=O)NC(C)C(=O)NC(CCCNC(=N)N)C(=O)NC(C)C(=O)NC(CO)C(=O)NC(C(=O)NC(CC(C)C)C(=O)NC(CO)C(=O)NCC(=O)NCC(=O)NC(CCC(=O)O)C(=O)NC(CC(C)C)C(=O)NC(CC(=O)O)C(=O)NC(CCCNC(=N)N)C(=O)NC(Cc1c[nH]c2ccccc12)C(=O)NC(Cc1ccc(O)cc1)C(N)=O)C(C)C. The result is 0 (inactive). (8) The drug is C=C1CCC([N+](=O)[O-])C(C)(N=O)CCC2C1CC2(C)C. The result is 0 (inactive). (9) The compound is O=CC(CO)OC(C=O)c1cnc(O)nc1O. The result is 0 (inactive).